From a dataset of hERG Central: cardiac toxicity at 1µM, 10µM, and general inhibition. Predict hERG channel inhibition at various concentrations. (1) The compound is COc1cc2c(cc1OC)CN(C(=O)CNC(=O)c1ccc(OC(F)F)cc1)CC2. Results: hERG_inhib (hERG inhibition (general)): blocker. (2) The molecule is COCc1ccc(C(=O)N(C)CC2CCCN(CCc3ccc(Cl)cc3)C2)o1. Results: hERG_inhib (hERG inhibition (general)): blocker.